From a dataset of Forward reaction prediction with 1.9M reactions from USPTO patents (1976-2016). Predict the product of the given reaction. (1) The product is: [CH3:1][C:2]1[CH:10]=[CH:9][C:8]2[N:7]([CH:11]=[C:12]([C:14]3[CH:19]=[CH:18][N:17]=[CH:16][CH:15]=3)[CH3:13])[C:6]3[CH2:20][CH2:21][N:22]([CH2:31][C:32](=[O:34])[CH3:33])[CH2:23][C:5]=3[C:4]=2[CH:3]=1. Given the reactants [CH3:1][C:2]1[CH:10]=[CH:9][C:8]2[N:7]([CH:11]=[C:12]([C:14]3[CH:19]=[CH:18][N:17]=[CH:16][CH:15]=3)[CH3:13])[C:6]3[CH2:20][CH2:21][NH:22][CH2:23][C:5]=3[C:4]=2[CH:3]=1.C(=O)([O-])[O-].[K+].[K+].Cl[CH2:31][C:32](=[O:34])[CH3:33], predict the reaction product. (2) Given the reactants [S:1]([Li])[Li].Cl.O=C1[NH:11][C:10]2[CH:12]=[CH:13][C:14]([C:16]([OH:18])=[O:17])=[CH:15][C:9]=2[C:8](=O)[O:7]1, predict the reaction product. The product is: [O:7]=[C:8]1[S:1][NH:11][C:10]2[CH:12]=[CH:13][C:14]([C:16]([OH:18])=[O:17])=[CH:15][C:9]1=2.